This data is from Reaction yield outcomes from USPTO patents with 853,638 reactions. The task is: Predict the reaction yield, written as a fraction of the theoretical maximum amount of product (1.0 means a 100% yield; for example, 0.34 means a 34% yield). (1) The reactants are Br[C:2]1[CH:9]=[CH:8][C:5]([C:6]#[N:7])=[CH:4][CH:3]=1.C([Li])CCC.C[O:16][B:17](OC)[O:18]C.Cl. The catalyst is C1COCC1.C(Cl)Cl. The product is [C:6]([C:5]1[CH:8]=[CH:9][C:2]([B:17]([OH:18])[OH:16])=[CH:3][CH:4]=1)#[N:7]. The yield is 0.599. (2) The reactants are [CH3:1][C:2]1[C:10]2[C:5](=[N:6][CH:7]=[C:8]([C:17]3[CH:22]=[CH:21][CH:20]=[CH:19][CH:18]=3)[C:9]=2[N:11]2[CH2:16][CH2:15][NH:14][CH2:13][CH2:12]2)[NH:4][CH:3]=1.[C:23]([O:27][C:28]([NH:30][CH2:31][CH2:32][CH:33]([CH2:37][C:38]1[CH:43]=[CH:42][C:41]([Cl:44])=[CH:40][CH:39]=1)[C:34](O)=[O:35])=[O:29])([CH3:26])([CH3:25])[CH3:24].C1C=CC2N(O)N=NC=2C=1.O.CCN=C=NCCCN(C)C.CCN(C(C)C)C(C)C.C([O-])([O-])=O.[Na+].[Na+]. The catalyst is C(Cl)Cl. The product is [Cl:44][C:41]1[CH:42]=[CH:43][C:38]([CH2:37][CH:33]([C:34]([N:14]2[CH2:13][CH2:12][N:11]([C:9]3[C:8]([C:17]4[CH:18]=[CH:19][CH:20]=[CH:21][CH:22]=4)=[CH:7][N:6]=[C:5]4[NH:4][CH:3]=[C:2]([CH3:1])[C:10]=34)[CH2:16][CH2:15]2)=[O:35])[CH2:32][CH2:31][NH:30][C:28](=[O:29])[O:27][C:23]([CH3:26])([CH3:25])[CH3:24])=[CH:39][CH:40]=1. The yield is 0.121. (3) The reactants are [Br:1][C:2]1[CH:3]=[CH:4][C:5]2[O:6][CH2:7][C:8](=[O:12])[NH:9][C:10]=2[N:11]=1.[CH3:13][O:14][C:15]1[CH:22]=[CH:21][C:18]([CH2:19]Cl)=[CH:17][CH:16]=1.C([O-])([O-])=O.[Cs+].[Cs+]. The catalyst is CN(C=O)C. The product is [Br:1][C:2]1[CH:3]=[CH:4][C:5]2[O:6][CH2:7][C:8](=[O:12])[N:9]([CH2:19][C:18]3[CH:21]=[CH:22][C:15]([O:14][CH3:13])=[CH:16][CH:17]=3)[C:10]=2[N:11]=1. The yield is 0.920. (4) The reactants are [NH2:1][C:2]1[C:7]([C:8]#[N:9])=[C:6]([CH:10]2[CH2:15][CH2:14][CH2:13][N:12]([C:16]([O:18][C:19]([CH3:22])([CH3:21])[CH3:20])=[O:17])[CH2:11]2)[CH:5]=[C:4]([C:23]2[CH:28]=[CH:27][CH:26]=[CH:25][C:24]=2[O:29]CC2C=CC=CC=2)[N:3]=1. The catalyst is C(OCC)(=O)C. The product is [NH2:1][C:2]1[C:7]([C:8]#[N:9])=[C:6]([CH:10]2[CH2:15][CH2:14][CH2:13][N:12]([C:16]([O:18][C:19]([CH3:22])([CH3:21])[CH3:20])=[O:17])[CH2:11]2)[CH:5]=[C:4]([C:23]2[CH:28]=[CH:27][CH:26]=[CH:25][C:24]=2[OH:29])[N:3]=1. The yield is 0.100. (5) The reactants are [CH3:1][N:2]([C:14]1[CH:19]=[CH:18][C:17]([N+:20]([O-])=O)=[CH:16][CH:15]=1)[C@H:3]1[CH2:7][CH2:6][N:5]([CH2:8][CH2:9][S:10]([CH3:13])(=[O:12])=[O:11])[CH2:4]1.[Cl-].[NH4+]. The catalyst is CCO.O.[Fe]. The product is [CH3:1][N:2]([C@H:3]1[CH2:7][CH2:6][N:5]([CH2:8][CH2:9][S:10]([CH3:13])(=[O:11])=[O:12])[CH2:4]1)[C:14]1[CH:15]=[CH:16][C:17]([NH2:20])=[CH:18][CH:19]=1. The yield is 0.500. (6) The reactants are C(OC([N:8]1[C:16]2[C:11](=[CH:12][C:13]([Cl:17])=[CH:14][CH:15]=2)[CH:10]=[C:9]1[CH2:18][N:19]1[CH2:24][C:23](=[O:25])[N:22]([CH2:26][C:27]2[CH:32]=C[C:30](C#N)=[C:29](N)[CH:28]=2)[CH:21]([C:36]([O:38][CH3:39])=[O:37])[CH2:20]1)=O)(C)(C)C.[N:40]1[CH:45]=[N:44][CH:43]=[N:42][CH:41]=1.CC(O)=O. The catalyst is CCO. The product is [CH3:39][O:38][C:36]([CH:21]1[CH2:20][N:19]([CH2:18][C:9]2[NH:8][C:16]3[C:11]([CH:10]=2)=[CH:12][C:13]([Cl:17])=[CH:14][CH:15]=3)[CH2:24][C:23](=[O:25])[N:22]1[CH2:26][C:27]1[CH:32]=[C:41]2[C:30]([C:45]([NH2:40])=[N:44][CH:43]=[N:42]2)=[CH:29][CH:28]=1)=[O:37]. The yield is 0.200. (7) The reactants are C([O:8][C:9]1[C:14]([O:15][CH3:16])=[CH:13][CH:12]=[CH:11][C:10]=1[CH2:17][CH2:18][C@H:19]([OH:22])[CH2:20][OH:21])C1C=CC=CC=1.[Si:23](Cl)([C:26]([CH3:29])([CH3:28])[CH3:27])([CH3:25])[CH3:24].N1C=CN=C1. The product is [Si:23]([O:21][CH2:20][C@@H:19]([OH:22])[CH2:18][CH2:17][C:10]1[CH:11]=[CH:12][CH:13]=[C:14]([O:15][CH3:16])[C:9]=1[OH:8])([C:26]([CH3:29])([CH3:28])[CH3:27])([CH3:25])[CH3:24]. The catalyst is CN(C)C=O.O.C(OCC)(=O)C.C(O)C.[Pd]. The yield is 0.850. (8) The product is [C:13]([S:12][C:9]([O:11][Si:17]([CH3:20])([CH3:19])[CH3:18])=[CH2:10])([CH3:16])([CH3:15])[CH3:14]. The reactants are [Li+].CC([N-]C(C)C)C.[C:9]([S:12][C:13]([CH3:16])([CH3:15])[CH3:14])(=[O:11])[CH3:10].[Si:17](Cl)([CH3:20])([CH3:19])[CH3:18]. The yield is 0.640. The catalyst is CCCCCCC.C1COCC1.C(C1C=CC=CC=1)C.C1COCC1.